This data is from Forward reaction prediction with 1.9M reactions from USPTO patents (1976-2016). The task is: Predict the product of the given reaction. (1) Given the reactants [C:1]([O:5][C:6]([N:8]1[CH2:13][C@@H:12]2[C@@:10]([CH2:14][NH2:15])([CH2:11]2)[C@@H:9]1[C:16]1[CH:21]=[CH:20][CH:19]=[CH:18][CH:17]=1)=[O:7])([CH3:4])([CH3:3])[CH3:2].[CH3:22][O:23][C:24]1[CH:33]=[C:32]2[C:27]([N:28]([CH3:36])[C:29](=[O:35])[C@@H:30]3[CH2:34][C@@H:31]32)=[CH:26][C:25]=1[CH:37]=O.CO.C(O[BH-](OC(=O)C)OC(=O)C)(=O)C.[Na+], predict the reaction product. The product is: [C:1]([O:5][C:6]([N:8]1[CH2:13][C@@H:12]2[C@@:10]([CH2:14][NH:15][CH2:37][C:25]3[CH:26]=[C:27]4[C:32](=[CH:33][C:24]=3[O:23][CH3:22])[C@H:31]3[CH2:34][C@H:30]3[C:29](=[O:35])[N:28]4[CH3:36])([CH2:11]2)[C@@H:9]1[C:16]1[CH:17]=[CH:18][CH:19]=[CH:20][CH:21]=1)=[O:7])([CH3:4])([CH3:2])[CH3:3]. (2) Given the reactants [C:1]([O:5][C:6]([N:8]1[CH2:13][CH2:12][CH:11]([NH:14][CH2:15][C:16]2[C:21]([CH3:22])=[CH:20][C:19]([CH3:23])=[CH:18][N:17]=2)[CH2:10][CH2:9]1)=[O:7])([CH3:4])([CH3:3])[CH3:2].[C:24]1([CH:34]=O)[C:33]2[C:28](=[CH:29][CH:30]=[CH:31][CH:32]=2)[CH:27]=[CH:26][N:25]=1.[BH-](OC(C)=O)(OC(C)=O)OC(C)=O.[Na+], predict the reaction product. The product is: [C:1]([O:5][C:6]([N:8]1[CH2:13][CH2:12][CH:11]([N:14]([CH2:15][C:16]2[C:21]([CH3:22])=[CH:20][C:19]([CH3:23])=[CH:18][N:17]=2)[CH2:34][C:24]2[C:33]3[C:28](=[CH:29][CH:30]=[CH:31][CH:32]=3)[CH:27]=[CH:26][N:25]=2)[CH2:10][CH2:9]1)=[O:7])([CH3:4])([CH3:3])[CH3:2].